From a dataset of Full USPTO retrosynthesis dataset with 1.9M reactions from patents (1976-2016). Predict the reactants needed to synthesize the given product. (1) The reactants are: CO[C:3]1[CH:4]=[C:5]([NH2:9])[CH:6]=[N:7][CH:8]=1.ClS(C1C=CC=CC=1[C:16](OC)=[O:17])(=O)=O. Given the product [CH3:16][O:17][C:4]1[CH:3]=[CH:8][N:7]=[CH:6][C:5]=1[NH2:9], predict the reactants needed to synthesize it. (2) Given the product [CH3:13][C:14]1[CH:19]=[C:18]([N+:20]([O-:22])=[O:21])[CH:17]=[CH:16][C:15]=1[N:23]=[C:24]1[N:9]([CH2:2][C:3]2[CH:8]=[CH:7][CH:6]=[CH:5][CH:4]=2)[CH2:10][CH2:11][S:25]1, predict the reactants needed to synthesize it. The reactants are: [Cl-].[CH2:2]([NH2+:9][CH2:10][CH2:11]Cl)[C:3]1[CH:8]=[CH:7][CH:6]=[CH:5][CH:4]=1.[CH3:13][C:14]1[CH:19]=[C:18]([N+:20]([O-:22])=[O:21])[CH:17]=[CH:16][C:15]=1[N:23]=[C:24]=[S:25]. (3) The reactants are: [N+:1]([CH3:4])([O-:3])=[O:2].[CH3:5][N:6]([CH3:19])[C:7]1[CH:8]=[C:9]([CH:12]=[C:13]([C:15]([F:18])([F:17])[F:16])[CH:14]=1)[CH:10]=O.C([O-])(=O)C.[NH4+]. Given the product [CH3:5][N:6]([CH3:19])[C:7]1[CH:14]=[C:13]([C:15]([F:16])([F:17])[F:18])[CH:12]=[C:9]([CH:10]=[CH:4][N+:1]([O-:3])=[O:2])[CH:8]=1, predict the reactants needed to synthesize it. (4) The reactants are: I[C:2]1[CH:3]=[C:4]([N:11]2[CH:16]=[CH:15][C:14](=[O:17])[NH:13][C:12]2=[O:18])[CH:5]=[C:6]([I:10])[C:7]=1[O:8][CH3:9].Br[C:20]1[CH:21]=[C:22]2[C:27](=[CH:28][CH:29]=1)[CH:26]=[C:25]([NH:30][S:31]([CH3:34])(=[O:33])=[O:32])[CH:24]=[CH:23]2.C(=O)([O-])[O-].[Na+].[Na+]. Given the product [O:18]=[C:12]1[NH:13][C:14](=[O:17])[CH:15]=[CH:16][N:11]1[C:4]1[CH:5]=[C:6]([I:10])[C:7]([O:8][CH3:9])=[C:2]([C:20]2[CH:21]=[C:22]3[C:27](=[CH:28][CH:29]=2)[CH:26]=[C:25]([NH:30][S:31]([CH3:34])(=[O:32])=[O:33])[CH:24]=[CH:23]3)[CH:3]=1, predict the reactants needed to synthesize it. (5) Given the product [Cl:26][C:4]1[CH:3]=[C:2]([C:31]2[CH:32]=[CH:33][C:28]([Cl:27])=[CH:29][CH:30]=2)[CH:7]=[CH:6][C:5]=1[CH2:8][O:9][CH2:10][CH2:11][C:12]1[CH:13]=[C:14]([NH:18][S:19]([C:22]([F:25])([F:24])[F:23])(=[O:21])=[O:20])[CH:15]=[CH:16][CH:17]=1, predict the reactants needed to synthesize it. The reactants are: Br[C:2]1[CH:7]=[CH:6][C:5]([CH2:8][O:9][CH2:10][CH2:11][C:12]2[CH:13]=[C:14]([NH:18][S:19]([C:22]([F:25])([F:24])[F:23])(=[O:21])=[O:20])[CH:15]=[CH:16][CH:17]=2)=[C:4]([Cl:26])[CH:3]=1.[Cl:27][C:28]1[CH:33]=[CH:32][C:31](B(O)O)=[CH:30][CH:29]=1.